From a dataset of Forward reaction prediction with 1.9M reactions from USPTO patents (1976-2016). Predict the product of the given reaction. Given the reactants [F:1][C:2]([F:15])([F:14])[C:3]([OH:13])([C:9]([F:12])([F:11])[F:10])[CH2:4][S:5]([O-:8])(=[O:7])=[O:6].[C:16]1([S+:22]([C:29]2[CH:34]=[CH:33][CH:32]=[CH:31][CH:30]=2)[C:23]2[CH:28]=[CH:27][CH:26]=[CH:25][CH:24]=2)[CH:21]=[CH:20][CH:19]=[CH:18][CH:17]=1.C(N(CC)CC)C.[C:42](Cl)(=[O:47])[C:43]([CH3:46])([CH3:45])[CH3:44], predict the reaction product. The product is: [CH3:44][C:43]([CH3:46])([CH3:45])[C:42]([O:13][C:3]([C:2]([F:1])([F:14])[F:15])([C:9]([F:12])([F:10])[F:11])[CH2:4][S:5]([O-:8])(=[O:7])=[O:6])=[O:47].[C:29]1([S+:22]([C:16]2[CH:17]=[CH:18][CH:19]=[CH:20][CH:21]=2)[C:23]2[CH:28]=[CH:27][CH:26]=[CH:25][CH:24]=2)[CH:30]=[CH:31][CH:32]=[CH:33][CH:34]=1.